Dataset: Full USPTO retrosynthesis dataset with 1.9M reactions from patents (1976-2016). Task: Predict the reactants needed to synthesize the given product. Given the product [Cl:3][C:4]1[CH:5]=[N:6][C:7]2[C:12]([C:13]=1[CH:14]([OH:45])[CH2:15][CH2:16][C:17]1([C:23]([O:25][CH3:26])=[O:24])[CH2:22][CH2:21][N:20]([CH2:31][CH2:32][S:33][C:34]3[CH:39]=[C:38]([F:40])[CH:37]=[CH:36][C:35]=3[F:41])[CH2:19][CH2:18]1)=[CH:11][C:10]([O:28][CH3:29])=[CH:9][CH:8]=2, predict the reactants needed to synthesize it. The reactants are: Cl.Cl.[Cl:3][C:4]1[CH:5]=[N:6][C:7]2[C:12]([C:13]=1[CH2:14][CH2:15][CH2:16][C:17]1([C:23]([O:25][CH2:26]C)=[O:24])[CH2:22][CH2:21][NH:20][CH2:19][CH2:18]1)=[CH:11][C:10]([O:28][CH3:29])=[CH:9][CH:8]=2.Br[CH2:31][CH2:32][S:33][C:34]1[CH:39]=[C:38]([F:40])[CH:37]=[CH:36][C:35]=1[F:41].[I-].[K+].C(=O)([O-])[O-:45].[K+].[K+].